Dataset: Full USPTO retrosynthesis dataset with 1.9M reactions from patents (1976-2016). Task: Predict the reactants needed to synthesize the given product. (1) Given the product [CH3:18][O:17][C:14]1[CH:15]=[CH:16][C:11]([CH2:3][C:4]([OH:6])=[O:5])=[N:12][CH:13]=1, predict the reactants needed to synthesize it. The reactants are: C([CH:3]([C:11]1[CH:16]=[CH:15][C:14]([O:17][CH3:18])=[CH:13][N:12]=1)[C:4]([O:6]C(C)(C)C)=[O:5])#N. (2) The reactants are: [CH2:1]1[C:13]2[NH:12][C:11]3[C:6](=[CH:7][CH:8]=[CH:9][CH:10]=3)[C:5]=2[C:4](=[O:14])[CH2:3][CH2:2]1.[H-].[Na+].Br[CH2:18][C:19]1[CH:28]=[CH:27][C:22]([C:23]([O:25][CH3:26])=[O:24])=[CH:21][CH:20]=1. Given the product [O:14]=[C:4]1[C:5]2[C:6]3[C:11](=[CH:10][CH:9]=[CH:8][CH:7]=3)[N:12]([CH2:18][C:19]3[CH:28]=[CH:27][C:22]([C:23]([O:25][CH3:26])=[O:24])=[CH:21][CH:20]=3)[C:13]=2[CH2:1][CH2:2][CH2:3]1, predict the reactants needed to synthesize it. (3) The reactants are: C(OC(=O)[NH:7][CH:8]1[CH2:20][C:19]2[C:18]3[C:13](=[CH:14][CH:15]=[C:16]([Br:21])[CH:17]=3)[N:12]([CH2:22][C:23]3[CH:28]=[CH:27][CH:26]=[C:25]([F:29])[CH:24]=3)[C:11]=2[CH2:10][CH2:9]1)(C)(C)C. Given the product [Br:21][C:16]1[CH:17]=[C:18]2[C:13](=[CH:14][CH:15]=1)[N:12]([CH2:22][C:23]1[CH:28]=[CH:27][CH:26]=[C:25]([F:29])[CH:24]=1)[C:11]1[CH2:10][CH2:9][CH:8]([NH2:7])[CH2:20][C:19]2=1, predict the reactants needed to synthesize it. (4) Given the product [N:7]1([CH2:6][C:5]2[CH:12]=[CH:13][C:2]([C:5]3[CH:6]=[N:7][CH:8]=[CH:18][CH:19]=3)=[CH:3][CH:4]=2)[CH2:11][CH2:10][CH2:9][CH2:8]1, predict the reactants needed to synthesize it. The reactants are: Br[C:2]1[CH:13]=[CH:12][C:5]([CH2:6][N:7]2[CH2:11][CH2:10][CH2:9][CH2:8]2)=[CH:4][CH:3]=1.O1[CH2:19][CH2:18]OCC1. (5) Given the product [C:1]1([C:16]2[CH:17]=[CH:18][CH:19]=[CH:20][CH:21]=2)[CH:6]=[CH:5][CH:4]=[CH:3][C:2]=1[C:7]1[CH:15]=[CH:14][CH:13]=[C:12]2[C:8]=1[CH:9]=[C:10]([Br:26])[CH2:11]2, predict the reactants needed to synthesize it. The reactants are: [C:1]1([C:16]2[CH:21]=[CH:20][CH:19]=[CH:18][CH:17]=2)[CH:6]=[CH:5][CH:4]=[CH:3][C:2]=1[C:7]1[CH:15]=[CH:14][CH:13]=[C:12]2[C:8]=1[CH:9]=[CH:10][CH2:11]2.CS(C)=O.[Br:26]N1C(=O)CCC1=O.C1(C)C=CC(S(O)(=O)=O)=CC=1.